Dataset: Merck oncology drug combination screen with 23,052 pairs across 39 cell lines. Task: Regression. Given two drug SMILES strings and cell line genomic features, predict the synergy score measuring deviation from expected non-interaction effect. (1) Drug 2: Cc1nc(Nc2ncc(C(=O)Nc3c(C)cccc3Cl)s2)cc(N2CCN(CCO)CC2)n1. Drug 1: CN(C)C(=N)N=C(N)N. Synergy scores: synergy=19.5. Cell line: NCIH1650. (2) Drug 1: COc1cc(C2c3cc4c(cc3C(OC3OC5COC(C)OC5C(O)C3O)C3COC(=O)C23)OCO4)cc(OC)c1O. Drug 2: O=C(O)C1(Cc2cccc(Nc3nccs3)n2)CCC(Oc2cccc(Cl)c2F)CC1. Cell line: NCIH2122. Synergy scores: synergy=-6.88. (3) Drug 1: O=C(CCCCCCC(=O)Nc1ccccc1)NO. Drug 2: CS(=O)(=O)CCNCc1ccc(-c2ccc3ncnc(Nc4ccc(OCc5cccc(F)c5)c(Cl)c4)c3c2)o1. Cell line: EFM192B. Synergy scores: synergy=12.6. (4) Drug 1: NC1(c2ccc(-c3nc4ccn5c(=O)[nH]nc5c4cc3-c3ccccc3)cc2)CCC1. Cell line: A375. Drug 2: COC1=C2CC(C)CC(OC)C(O)C(C)C=C(C)C(OC(N)=O)C(OC)C=CC=C(C)C(=O)NC(=CC1=O)C2=O. Synergy scores: synergy=19.3. (5) Drug 1: CN(C)C(=N)N=C(N)N. Drug 2: CC(C)CC(NC(=O)C(Cc1ccccc1)NC(=O)c1cnccn1)B(O)O. Cell line: HCT116. Synergy scores: synergy=-3.26.